This data is from Forward reaction prediction with 1.9M reactions from USPTO patents (1976-2016). The task is: Predict the product of the given reaction. (1) Given the reactants Br[C:2]1[CH:7]=[CH:6][CH:5]=[C:4]([Br:8])[CH:3]=1.[NH:9]1[CH2:13][CH2:12][CH2:11][CH2:10]1.C1C=CC(P(C2C(C3C(P(C4C=CC=CC=4)C4C=CC=CC=4)=CC=C4C=3C=CC=C4)=C3C(C=CC=C3)=CC=2)C2C=CC=CC=2)=CC=1.C([O-])([O-])=O.[Cs+].[Cs+], predict the reaction product. The product is: [Br:8][C:4]1[CH:3]=[C:2]([N:9]2[CH2:13][CH2:12][CH2:11][CH2:10]2)[CH:7]=[CH:6][CH:5]=1. (2) Given the reactants [CH2:1]([O:3][CH2:4][C:5]1[N:6]([CH2:30][CH:31]([CH3:33])[CH3:32])[C:7]2[C:16]3[CH:15]=[CH:14][C:13]([O:17][CH2:18][C:19]4[CH:24]=[CH:23][CH:22]=[C:21]([N+:25]([O-])=O)[CH:20]=4)=[CH:12][C:11]=3[N:10]=[C:9]([NH2:28])[C:8]=2[N:29]=1)[CH3:2].C(#N)C, predict the reaction product. The product is: [NH2:25][C:21]1[CH:20]=[C:19]([CH:24]=[CH:23][CH:22]=1)[CH2:18][O:17][C:13]1[CH:14]=[CH:15][C:16]2[C:7]3[N:6]([CH2:30][CH:31]([CH3:33])[CH3:32])[C:5]([CH2:4][O:3][CH2:1][CH3:2])=[N:29][C:8]=3[C:9]([NH2:28])=[N:10][C:11]=2[CH:12]=1. (3) Given the reactants [C@H:1]1([NH2:8])[CH2:6][CH2:5][C@H:4]([NH2:7])[CH2:3][CH2:2]1.C(Cl)(=O)[C:10]1[CH:18]=[CH:17][C:13]([C:14](Cl)=[O:15])=[CH:12][CH:11]=1.[C:21](Cl)(=[O:28])[C:22]1[CH:27]=[CH:26][CH:25]=[CH:24][CH:23]=1, predict the reaction product. The product is: [CH:1]1([NH:8][C:14](=[O:15])[C:13]2[CH:12]=[CH:11][CH:10]=[CH:18][CH:17]=2)[CH2:6][CH2:5][CH:4]([NH:7][C:21](=[O:28])[C:22]2[CH:27]=[CH:26][CH:25]=[CH:24][CH:23]=2)[CH2:3][CH2:2]1. (4) Given the reactants Cl[C:2]1[C:11]2[C:6](=[CH:7][C:8]([O:14][CH2:15][CH2:16][CH2:17][N:18]3[CH2:22][CH2:21][CH2:20][CH2:19]3)=[C:9]([O:12][CH3:13])[CH:10]=2)[N:5]=[CH:4][N:3]=1.[OH:23][C:24]1[CH:33]=[C:32]2[C:27]([CH:28]=[CH:29][C:30]([CH3:34])=[N:31]2)=[CH:26][CH:25]=1.C(=O)([O-])[O-].[K+].[K+], predict the reaction product. The product is: [CH3:13][O:12][C:9]1[CH:10]=[C:11]2[C:6](=[CH:7][C:8]=1[O:14][CH2:15][CH2:16][CH2:17][N:18]1[CH2:22][CH2:21][CH2:20][CH2:19]1)[N:5]=[CH:4][N:3]=[C:2]2[O:23][C:24]1[CH:33]=[C:32]2[C:27]([CH:28]=[CH:29][C:30]([CH3:34])=[N:31]2)=[CH:26][CH:25]=1. (5) Given the reactants [Cl:1][C:2]1[CH:3]=[C:4]2[C:9](=[CH:10][CH:11]=1)[O:8][CH:7]=[CH:6][C:5]2=O.S(O)(O)(=O)=O.[CH3:18][NH:19][NH2:20].C(N(CC)CC)C, predict the reaction product. The product is: [Cl:1][C:2]1[CH:11]=[CH:10][C:9]([OH:8])=[C:4]([C:5]2[N:19]([CH3:18])[N:20]=[CH:7][CH:6]=2)[CH:3]=1. (6) Given the reactants [C:1]([C:3]1[CH:10]=[CH:9][CH:8]=[CH:7][C:4]=1[CH2:5]O)#[CH:2].[C:11]1(=[O:21])[NH:15][C:14](=[O:16])[C:13]2=[CH:17][CH:18]=[CH:19][CH:20]=[C:12]12.C1(P(C2C=CC=CC=2)C2C=CC=CC=2)C=CC=CC=1.N(C(OC(C)C)=O)=NC(OC(C)C)=O, predict the reaction product. The product is: [C:1]([C:3]1[CH:10]=[CH:9][CH:8]=[CH:7][C:4]=1[CH2:5][N:15]1[C:11](=[O:21])[C:12]2[C:13](=[CH:17][CH:18]=[CH:19][CH:20]=2)[C:14]1=[O:16])#[CH:2].